From a dataset of Retrosynthesis with 50K atom-mapped reactions and 10 reaction types from USPTO. Predict the reactants needed to synthesize the given product. (1) The reactants are: O=C(NCc1ccc(Cl)cc1)C(=CNCCN1CCOCC1)C(=O)c1cc(CN2CCOCC2)sc1Cl. Given the product O=C(NCc1ccc(Cl)cc1)c1cn(CCN2CCOCC2)c2sc(CN3CCOCC3)cc2c1=O, predict the reactants needed to synthesize it. (2) The reactants are: Cc1cccc(C(=O)Cl)c1.O=c1cc(CNc2cccc(Cl)c2)c2cccc(F)c2[nH]1. Given the product Cc1cccc(C(=O)N(Cc2cc(=O)[nH]c3c(F)cccc23)c2cccc(Cl)c2)c1, predict the reactants needed to synthesize it. (3) Given the product O=C(Cc1cc(F)cc(F)c1)N[C@@H](Cc1cc2ccccc2[nH]1)C(=O)N[C@@H]1C(=O)Nc2ccccc2S[C@@H]1c1ccccc1, predict the reactants needed to synthesize it. The reactants are: N[C@H]1C(=O)Nc2ccccc2S[C@H]1c1ccccc1.O=C(Cc1cc(F)cc(F)c1)N[C@@H](Cc1cc2ccccc2[nH]1)C(=O)O. (4) Given the product O=C(c1ccc(-n2cncn2)cc1)N(C1CC1)C1CCN(c2ncc(Cl)cn2)CC1, predict the reactants needed to synthesize it. The reactants are: Clc1cnc(N2CCC(NC3CC3)CC2)nc1.O=C(O)c1ccc(-n2cncn2)cc1. (5) The reactants are: C[O-].O=C1c2ccc(Br)cc2CN1Cc1ccccc1. Given the product COc1ccc2c(c1)CN(Cc1ccccc1)C2=O, predict the reactants needed to synthesize it. (6) Given the product CS(=O)(=O)N1CCN(c2ncc(I)cn2)CC1, predict the reactants needed to synthesize it. The reactants are: CS(=O)(=O)Cl.Ic1cnc(N2CCNCC2)nc1.